From a dataset of Catalyst prediction with 721,799 reactions and 888 catalyst types from USPTO. Predict which catalyst facilitates the given reaction. (1) Reactant: CO.[BH4-].[Na+].[CH3:5][O:6][C:7]1[CH:8]=[CH:9][C:10]2[N:11]([N:13]=[C:14]([C:28]3[CH:33]=[CH:32][C:31]([C:34]([F:37])([F:36])[F:35])=[CH:30][CH:29]=3)[C:15]=2[C:16]([C:18]2[N:23]=[C:22]([C:24]([O:26][CH3:27])=[O:25])[CH:21]=[CH:20][CH:19]=2)=[O:17])[CH:12]=1.[Cl-].[NH4+]. Product: [OH:17][CH:16]([C:15]1[C:14]([C:28]2[CH:33]=[CH:32][C:31]([C:34]([F:35])([F:37])[F:36])=[CH:30][CH:29]=2)=[N:13][N:11]2[CH:12]=[C:7]([O:6][CH3:5])[CH:8]=[CH:9][C:10]=12)[C:18]1[N:23]=[C:22]([C:24]([O:26][CH3:27])=[O:25])[CH:21]=[CH:20][CH:19]=1. The catalyst class is: 4. (2) Reactant: [Br:1][C:2]1[CH:3]=[C:4]2[C:9](=[CH:10][CH:11]=1)[C:8]([OH:12])=[N:7][CH:6]=[CH:5]2.[CH2:13](Br)[CH2:14][CH2:15][CH2:16][CH2:17]C.[OH-].[Na+].[CH3:22][C:23](OC)([CH3:25])[CH3:24]. Product: [Br:1][C:2]1[CH:3]=[C:4]2[C:9](=[CH:10][CH:11]=1)[C:8](=[O:12])[N:7]([CH2:22][CH:23]([C:25]1[CH:17]=[CH:16][CH:15]=[CH:14][CH:13]=1)[CH3:24])[CH:6]=[CH:5]2. The catalyst class is: 596.